From a dataset of Full USPTO retrosynthesis dataset with 1.9M reactions from patents (1976-2016). Predict the reactants needed to synthesize the given product. (1) Given the product [CH3:10][C:6]1[CH:5]=[N:4][C:3]([CH2:11][S+:12]([O-:26])[C:13]2[NH:17][C:16]3[CH:18]=[CH:19][C:20]([O:22][CH3:23])=[CH:21][C:15]=3[N:14]=2)=[C:2]([CH3:1])[C:7]=1[O:8][CH3:9], predict the reactants needed to synthesize it. The reactants are: [CH3:1][C:2]1[C:3]([CH2:11][S:12][C:13]2[NH:17][C:16]3[CH:18]=[CH:19][C:20]([O:22][CH3:23])=[CH:21][C:15]=3[N:14]=2)=[N:4][CH:5]=[C:6]([CH3:10])[C:7]=1[O:8][CH3:9].[OH-].[Na+].[O-:26]S([O-])(=S)=O.[Na+].[Na+].C(O)(=O)C. (2) The reactants are: [N:1]1[C:10]2[C:5](=[CH:6][CH:7]=[CH:8][C:9]=2[C:11]2[CH:12]=[C:13]([OH:17])[CH:14]=[CH:15][CH:16]=2)[CH:4]=[CH:3][CH:2]=1.Cl[CH2:19][C@H:20]1[CH2:22][O:21]1.C([O-])([O-])=O.[K+].[K+]. Given the product [O:21]1[CH2:22][C@H:20]1[CH2:19][O:17][C:13]1[CH:12]=[C:11]([C:9]2[CH:8]=[CH:7][CH:6]=[C:5]3[C:10]=2[N:1]=[CH:2][CH:3]=[CH:4]3)[CH:16]=[CH:15][CH:14]=1, predict the reactants needed to synthesize it. (3) Given the product [CH2:1]([N:8]1[CH2:9][C@@H:10]([C:16]2[CH:21]=[CH:20][CH:19]=[C:18]([F:22])[CH:17]=2)[C@H:11]([NH2:13])[CH2:12]1)[C:2]1[CH:7]=[CH:6][CH:5]=[CH:4][CH:3]=1, predict the reactants needed to synthesize it. The reactants are: [CH2:1]([N:8]1[CH2:12][C@@H:11]([N+:13]([O-])=O)[C@H:10]([C:16]2[CH:21]=[CH:20][CH:19]=[C:18]([F:22])[CH:17]=2)[CH2:9]1)[C:2]1[CH:7]=[CH:6][CH:5]=[CH:4][CH:3]=1.N. (4) Given the product [OH:28][C:22]1([C:18]2[CH:19]=[CH:20][CH:21]=[C:16]([O:15][CH3:14])[CH:17]=2)[CH2:27][CH2:26][CH2:25][N:24]([C:6]([C:5]2[CH:9]=[CH:10][CH:11]=[C:3]([C:2]([F:13])([F:12])[F:1])[CH:4]=2)=[O:7])[CH2:23]1, predict the reactants needed to synthesize it. The reactants are: [F:1][C:2]([F:13])([F:12])[C:3]1[CH:4]=[C:5]([CH:9]=[CH:10][CH:11]=1)[C:6](Cl)=[O:7].[CH3:14][O:15][C:16]1[CH:17]=[C:18]([C:22]2([OH:28])[CH2:27][CH2:26][CH2:25][NH:24][CH2:23]2)[CH:19]=[CH:20][CH:21]=1. (5) Given the product [O:2]1[CH2:6][CH2:5][CH:4]([CH2:7][NH:8][C:34]([C:31]2[CH:30]=[C:29]([CH2:28][O:27][CH2:26][C:25]3[CH:37]=[CH:38][C:22]([C:16]4[CH:21]=[CH:20][CH:19]=[CH:18][CH:17]=4)=[CH:23][CH:24]=3)[O:33][N:32]=2)=[O:35])[CH2:3]1, predict the reactants needed to synthesize it. The reactants are: Cl.[O:2]1[CH2:6][CH2:5][CH:4]([CH2:7][NH2:8])[CH2:3]1.C(N(CC)CC)C.[C:16]1([C:22]2[CH:38]=[CH:37][C:25]([CH2:26][O:27][CH2:28][C:29]3[O:33][N:32]=[C:31]([C:34](O)=[O:35])[CH:30]=3)=[CH:24][CH:23]=2)[CH:21]=[CH:20][CH:19]=[CH:18][CH:17]=1.ON1C2C=CC=CC=2N=N1.Cl.C(N=C=NCCCN(C)C)C.Cl. (6) Given the product [C:52]([C:32]1[CH:33]=[C:34]([F:51])[C:35]([NH:37][C@@H:38]([C:45]2([CH3:50])[CH2:46][CH2:47][CH2:48][CH2:49]2)[CH2:39][C:40]([O:42][CH2:43][CH3:44])=[O:41])=[N:36][C:31]=1[C:10]1[C:4]2[C:5](=[N:6][CH:7]=[C:2]([F:1])[CH:3]=2)[N:8]([S:20]([C:23]2[CH:28]=[CH:27][C:26]([CH3:29])=[CH:25][CH:24]=2)(=[O:22])=[O:21])[CH:9]=1)#[N:53], predict the reactants needed to synthesize it. The reactants are: [F:1][C:2]1[CH:3]=[C:4]2[C:10](B3OC(C)(C)C(C)(C)O3)=[CH:9][N:8]([S:20]([C:23]3[CH:28]=[CH:27][C:26]([CH3:29])=[CH:25][CH:24]=3)(=[O:22])=[O:21])[C:5]2=[N:6][CH:7]=1.Cl[C:31]1[N:36]=[C:35]([NH:37][CH:38]([C:45]2([CH3:50])[CH2:49][CH2:48][CH2:47][CH2:46]2)[CH2:39][C:40]([O:42][CH2:43][CH3:44])=[O:41])[C:34]([F:51])=[CH:33][C:32]=1[C:52]#[N:53].ClC1N=C(N[C@@H](C2(C)CCCC2)CC(OCC)=O)C(F)=CC=1C#N.[O-]P([O-])([O-])=O.[K+].[K+].[K+].CC(C1C=C(C(C)C)C(C2C=CC=CC=2P(C2CCCCC2)C2CCCCC2)=C(C(C)C)C=1)C. (7) Given the product [CH:13]([C:15]1[O:16][C:17]([C:2]2[O:3][C:4]3[CH:12]=[CH:11][CH:10]=[CH:9][C:5]=3[C:6]=2[CH2:7][OH:8])=[CH:18][CH:19]=1)=[O:14], predict the reactants needed to synthesize it. The reactants are: Br[C:2]1[O:3][C:4]2[CH:12]=[CH:11][CH:10]=[CH:9][C:5]=2[C:6]=1[CH2:7][OH:8].[CH:13]([C:15]1[O:16][C:17](B(O)O)=[CH:18][CH:19]=1)=[O:14].C(=O)([O-])[O-].[K+].[K+].N#N.